Predict which catalyst facilitates the given reaction. From a dataset of Catalyst prediction with 721,799 reactions and 888 catalyst types from USPTO. Reactant: [CH:1]1[C:13]2[CH:12]([N:14]3[CH:19]=[CH:18][CH:17]=[C:16]([C:20](O)=[O:21])[C:15]3=[O:23])[C:11]3[C:6](=[CH:7][CH:8]=[CH:9][CH:10]=3)[C:5]=2[CH:4]=[CH:3][CH:2]=1.[NH2:24][C@@H:25]([CH2:33][CH2:34][CH2:35][NH:36][C:37]([NH:39][S:40]([C:43]1[C:44]([CH3:57])=[C:45]2[C:50](=[C:51]([CH3:54])[C:52]=1[CH3:53])[O:49][C:48]([CH3:56])([CH3:55])[CH2:47][CH2:46]2)(=[O:42])=[O:41])=[NH:38])[C:26]([O:28][C:29]([CH3:32])([CH3:31])[CH3:30])=[O:27].CN(C(ON1N=NC2C=CC=CC1=2)=[N+](C)C)C.F[P-](F)(F)(F)(F)F.CCN(C(C)C)C(C)C. Product: [CH:10]1[C:11]2[CH:12]([N:14]3[CH:19]=[CH:18][CH:17]=[C:16]([C:20]([NH:24][C@@H:25]([CH2:33][CH2:34][CH2:35][NH:36][C:37]([NH:39][S:40]([C:43]4[C:44]([CH3:57])=[C:45]5[C:50](=[C:51]([CH3:54])[C:52]=4[CH3:53])[O:49][C:48]([CH3:56])([CH3:55])[CH2:47][CH2:46]5)(=[O:41])=[O:42])=[NH:38])[C:26]([O:28][C:29]([CH3:30])([CH3:31])[CH3:32])=[O:27])=[O:21])[C:15]3=[O:23])[C:13]3[C:5](=[CH:4][CH:3]=[CH:2][CH:1]=3)[C:6]=2[CH:7]=[CH:8][CH:9]=1. The catalyst class is: 3.